Dataset: Reaction yield outcomes from USPTO patents with 853,638 reactions. Task: Predict the reaction yield, written as a fraction of the theoretical maximum amount of product (1.0 means a 100% yield; for example, 0.34 means a 34% yield). The reactants are [CH3:1][CH:2]([O:4][C:5]1[CH:6]=[CH:7][C:8]([CH:11]([OH:13])[CH3:12])=[N:9][CH:10]=1)[CH3:3].CC1(C)N([O])C(C)(C)CCC1.ClN1C(=O)N(Cl)C(=O)N(Cl)C1=O. The catalyst is CC(C)=O. The product is [CH3:3][CH:2]([O:4][C:5]1[CH:6]=[CH:7][C:8]([C:11](=[O:13])[CH3:12])=[N:9][CH:10]=1)[CH3:1]. The yield is 0.940.